This data is from Full USPTO retrosynthesis dataset with 1.9M reactions from patents (1976-2016). The task is: Predict the reactants needed to synthesize the given product. (1) Given the product [CH:1]1([C:7]2[N:8]([CH2:19][CH3:20])[C:9]3[C:14]([CH:15]=2)=[CH:13][C:12]([N+:16]([O-:18])=[O:17])=[CH:11][CH:10]=3)[CH2:2][CH2:3][CH2:4][CH2:5][CH2:6]1, predict the reactants needed to synthesize it. The reactants are: [CH:1]1([C:7]2[NH:8][C:9]3[C:14]([CH:15]=2)=[CH:13][C:12]([N+:16]([O-:18])=[O:17])=[CH:11][CH:10]=3)[CH2:6][CH2:5][CH2:4][CH2:3][CH2:2]1.[CH2:19](I)[CH3:20]. (2) Given the product [Cl:1][C:2]1[N:3]=[CH:4][C:5]([CH:6]=[O:7])=[CH:12][CH:13]=1, predict the reactants needed to synthesize it. The reactants are: [Cl:1][C:2]1[CH:13]=[CH:12][C:5]([C:6](N(OC)C)=[O:7])=[CH:4][N:3]=1.[H-].C([Al+]CC(C)C)C(C)C.C1(C)C=CC=CC=1. (3) Given the product [CH3:1][O:2][C:3]1[C:4]([NH:15][C:16]([N:30]2[CH2:31][CH2:32][N:27]([C:22]3[CH:23]=[CH:24][CH:25]=[CH:26][N:21]=3)[CH2:28][CH2:29]2)=[O:20])=[N:5][C:6]2[C:11]([N:12]=1)=[CH:10][C:9]([O:13][CH3:14])=[CH:8][CH:7]=2, predict the reactants needed to synthesize it. The reactants are: [CH3:1][O:2][C:3]1[C:4]([NH:15][C:16](=[O:20])OCC)=[N:5][C:6]2[C:11]([N:12]=1)=[CH:10][C:9]([O:13][CH3:14])=[CH:8][CH:7]=2.[N:21]1[CH:26]=[CH:25][CH:24]=[CH:23][C:22]=1[N:27]1[CH2:32][CH2:31][NH:30][CH2:29][CH2:28]1.